This data is from Forward reaction prediction with 1.9M reactions from USPTO patents (1976-2016). The task is: Predict the product of the given reaction. (1) Given the reactants [O:1]=[C:2]1[NH:8][C:7]2[CH:9]=[CH:10][CH:11]=[CH:12][C:6]=2[NH:5][CH2:4][C@H:3]1[NH:13][C:14]([O:16][C:17]([CH3:20])([CH3:19])[CH3:18])=[O:15].[CH:21]1[CH2:28][CH2:27][CH2:26][CH2:25][CH2:24]CC=1.C(OCC)(=O)C, predict the reaction product. The product is: [O:1]=[C:2]1[NH:8][C:7]2[CH:9]=[CH:10][CH:11]=[CH:12][C:6]=2[N:5]([C:24]2[CH:25]=[CH:26][CH:27]=[CH:28][CH:21]=2)[CH2:4][C@H:3]1[NH:13][C:14]([O:16][C:17]([CH3:20])([CH3:19])[CH3:18])=[O:15]. (2) Given the reactants [CH3:1][C:2]1[CH:7]=[C:6]([C:8](=O)[CH2:9][CH:10]([C:18]2[CH:23]=[CH:22][C:21]([CH2:24][C:25]([OH:27])=[O:26])=[CH:20][CH:19]=2)[C:11]2[CH:16]=[CH:15][CH:14]=[CH:13][C:12]=2[CH3:17])[CH:5]=[CH:4][N:3]=1.Cl.[NH2:30][OH:31].C([O-])(O)=O.[Na+], predict the reaction product. The product is: [OH:31][N:30]=[C:8]([C:6]1[CH:5]=[CH:4][N:3]=[C:2]([CH3:1])[CH:7]=1)[CH2:9][CH:10]([C:18]1[CH:23]=[CH:22][C:21]([CH2:24][C:25]([OH:27])=[O:26])=[CH:20][CH:19]=1)[C:11]1[CH:16]=[CH:15][CH:14]=[CH:13][C:12]=1[CH3:17]. (3) Given the reactants [Cl:1][C:2]1[CH:3]=[C:4]([NH:9][C:10](=[O:18])OC2C=CC=CC=2)[CH:5]=[CH:6][C:7]=1[F:8].ClC1N=C(NC(N2CCN3N=CC(C4C=CC(F)=CC=4)=C3C2)=O)C=CC=1F.[CH3:46][CH:47]1[CH2:52][N:51]2[N:53]=[CH:54][C:55]([N:56]3[CH2:60][CH2:59][O:58][C:57]3=[O:61])=[C:50]2[CH2:49][NH:48]1.FC1C=CC(C2C=NN3CCNCC=23)=CC=1, predict the reaction product. The product is: [Cl:1][C:2]1[CH:3]=[C:4]([NH:9][C:10]([N:48]2[CH:47]([CH3:46])[CH2:52][N:51]3[N:53]=[CH:54][C:55]([N:56]4[CH2:60][CH2:59][O:58][C:57]4=[O:61])=[C:50]3[CH2:49]2)=[O:18])[CH:5]=[CH:6][C:7]=1[F:8]. (4) Given the reactants Br[C:2]1[C:13](=[O:14])[N:12]([CH2:15][CH3:16])[C:5]2[N:6]=[C:7]([S:10][CH3:11])[N:8]=[CH:9][C:4]=2[CH:3]=1.[CH3:17][S:18]([C:21]1[CH:22]=[C:23](B(O)O)[CH:24]=[CH:25][CH:26]=1)(=[O:20])=[O:19].P([O-])([O-])([O-])=O.[K+].[K+].[K+], predict the reaction product. The product is: [CH2:15]([N:12]1[C:5]2[N:6]=[C:7]([S:10][CH3:11])[N:8]=[CH:9][C:4]=2[CH:3]=[C:2]([C:25]2[CH:24]=[CH:23][CH:22]=[C:21]([S:18]([CH3:17])(=[O:20])=[O:19])[CH:26]=2)[C:13]1=[O:14])[CH3:16]. (5) Given the reactants C(N(CC)CC)C.[N+:8]([C:11]1[CH:16]=[CH:15][C:14]([N:17]2[CH2:22][CH2:21][NH:20][CH2:19][CH2:18]2)=[CH:13][CH:12]=1)([O-:10])=[O:9].[C:23](Cl)(=[O:27])[CH:24]([CH3:26])[CH3:25], predict the reaction product. The product is: [CH3:25][CH:24]([CH3:26])[C:23]([N:20]1[CH2:21][CH2:22][N:17]([C:14]2[CH:13]=[CH:12][C:11]([N+:8]([O-:10])=[O:9])=[CH:16][CH:15]=2)[CH2:18][CH2:19]1)=[O:27].